Dataset: Full USPTO retrosynthesis dataset with 1.9M reactions from patents (1976-2016). Task: Predict the reactants needed to synthesize the given product. (1) Given the product [CH2:27]1[C:26]2[C:23]3[CH:24]=[CH:25][C:20]([N:3]4[CH:4]=[CH:5][C:6]([O:8][CH2:9][C:10]5[N:11]=[N:12][C:13]([C:16]([F:18])([F:17])[F:19])=[CH:14][CH:15]=5)=[CH:7][C:2]4=[O:1])=[CH:21][C:22]=3[O:32][C:31]=2[CH2:30][CH2:29][NH:28]1, predict the reactants needed to synthesize it. The reactants are: [O:1]=[C:2]1[CH:7]=[C:6]([O:8][CH2:9][C:10]2[N:11]=[N:12][C:13]([C:16]([F:19])([F:18])[F:17])=[CH:14][CH:15]=2)[CH:5]=[CH:4][N:3]1[C:20]1[CH:25]=[CH:24][C:23]2[C:26]3[CH2:27][N:28](C(OC(C)(C)C)=O)[CH2:29][CH2:30][C:31]=3[O:32][C:22]=2[CH:21]=1.Cl. (2) Given the product [CH2:42]([O:49][C:50]1[CH:77]=[CH:76][C:75]([O:1][CH2:2][CH2:3][N:4]2[CH2:8][CH2:7][CH2:6][CH2:5]2)=[CH:74][C:51]=1[C:52]([NH:54][C:55]1[CH:67]=[C:66]([C:68]2[CH:73]=[CH:72][CH:71]=[CH:70][CH:69]=2)[CH:65]=[CH:64][C:56]=1[C:57]([O:59][C:60]([CH3:63])([CH3:62])[CH3:61])=[O:58])=[O:53])[C:43]1[CH:44]=[CH:45][CH:46]=[CH:47][CH:48]=1, predict the reactants needed to synthesize it. The reactants are: [OH:1][CH2:2][CH2:3][N:4]1[CH2:8][CH2:7][CH2:6][CH2:5]1.C1(P(C2C=CC=CC=2)C2C=CC=CC=2)C=CC=CC=1.N(C(OC(C)C)=O)=NC(OC(C)C)=O.[CH2:42]([O:49][C:50]1[CH:77]=[CH:76][C:75](O)=[CH:74][C:51]=1[C:52]([NH:54][C:55]1[CH:67]=[C:66]([C:68]2[CH:73]=[CH:72][CH:71]=[CH:70][CH:69]=2)[CH:65]=[CH:64][C:56]=1[C:57]([O:59][C:60]([CH3:63])([CH3:62])[CH3:61])=[O:58])=[O:53])[C:43]1[CH:48]=[CH:47][CH:46]=[CH:45][CH:44]=1. (3) Given the product [CH2:28]([CH:16]1[CH2:17][C:18](=[O:20])[NH:27][C:6]([C:7]([F:10])([F:9])[F:8])=[C:5]1[C:4]([O:3][CH2:1][CH3:2])=[O:12])[CH:29]([CH3:33])[CH3:30], predict the reactants needed to synthesize it. The reactants are: [CH2:1]([O:3][C:4](=[O:12])[CH2:5][C:6](=O)[C:7]([F:10])([F:9])[F:8])[CH3:2].CC1(C)O[C:18](=[O:20])[CH2:17][C:16](=O)O1.C([O-])(=O)C.[NH4+:27].[CH3:28][CH:29]([CH3:33])[CH2:30]C=O. (4) Given the product [N:1]1[S:2][N:3]=[C:4]2[CH:9]=[C:8]([CH2:10][N:26]3[CH2:27][CH2:28][CH:23]([C:19]4[CH:18]=[C:17]([NH:16][C:14](=[O:15])[CH:13]([CH3:12])[CH3:29])[CH:22]=[CH:21][CH:20]=4)[CH2:24][CH2:25]3)[CH:7]=[CH:6][C:5]=12, predict the reactants needed to synthesize it. The reactants are: [N:1]1[S:2][N:3]=[C:4]2[CH:9]=[C:8]([CH:10]=O)[CH:7]=[CH:6][C:5]=12.[CH3:12][CH:13]([CH3:29])[C:14]([NH:16][C:17]1[CH:22]=[CH:21][CH:20]=[C:19]([CH:23]2[CH2:28][CH2:27][NH:26][CH2:25][CH2:24]2)[CH:18]=1)=[O:15]. (5) Given the product [NH2:1][C:2]1[S:3][C:4]2[CH:15]=[C:14]([Br:23])[CH:13]=[CH:12][C:5]=2[C:6]=1[C:7]([O:9][CH2:10][CH3:11])=[O:8], predict the reactants needed to synthesize it. The reactants are: [NH2:1][C:2]1[S:3][C:4]2[CH:15]=[CH:14][CH:13]=[CH:12][C:5]=2[C:6]=1[C:7]([O:9][CH2:10][CH3:11])=[O:8].C1C(=O)N([Br:23])C(=O)C1. (6) Given the product [CH2:1]([C:3]1[C:11]2[C:6](=[CH:7][C:8]([F:12])=[CH:9][CH:10]=2)[N:5]([C:13]2[N:23]=[C:16]([CH:18]3[CH2:21][C:20](=[O:22])[CH2:19]3)[O:15][N:14]=2)[N:4]=1)[CH3:2], predict the reactants needed to synthesize it. The reactants are: [CH2:1]([C:3]1[C:11]2[C:6](=[CH:7][C:8]([F:12])=[CH:9][CH:10]=2)[N:5]([C:13](=[NH:23])[NH:14][O:15][C:16]([CH:18]2[CH2:21][C:20](=[O:22])[CH2:19]2)=O)[N:4]=1)[CH3:2].